Dataset: Peptide-MHC class II binding affinity with 134,281 pairs from IEDB. Task: Regression. Given a peptide amino acid sequence and an MHC pseudo amino acid sequence, predict their binding affinity value. This is MHC class II binding data. (1) The MHC is DRB1_0101 with pseudo-sequence DRB1_0101. The peptide sequence is SGTYCLNVSLADTNS. The binding affinity (normalized) is 0.430. (2) The peptide sequence is KPAAAATATATSAVG. The MHC is DRB4_0101 with pseudo-sequence DRB4_0103. The binding affinity (normalized) is 0. (3) The peptide sequence is KLRSAGELELQFRRV. The MHC is HLA-DQA10101-DQB10501 with pseudo-sequence HLA-DQA10101-DQB10501. The binding affinity (normalized) is 0.0375. (4) The peptide sequence is ASATAGTTVYGAFAA. The MHC is HLA-DPA10103-DPB10401 with pseudo-sequence HLA-DPA10103-DPB10401. The binding affinity (normalized) is 0.179. (5) The peptide sequence is LEAAVKQAYAATVAA. The MHC is DRB1_0404 with pseudo-sequence DRB1_0404. The binding affinity (normalized) is 0.448. (6) The peptide sequence is YLVGSNMTQRVVIALKK. The MHC is DRB1_0301 with pseudo-sequence DRB1_0301. The binding affinity (normalized) is 0.723. (7) The peptide sequence is EEDIEIIKIQEEEY. The MHC is HLA-DQA10301-DQB10302 with pseudo-sequence HLA-DQA10301-DQB10302. The binding affinity (normalized) is 0.767.